This data is from Forward reaction prediction with 1.9M reactions from USPTO patents (1976-2016). The task is: Predict the product of the given reaction. (1) Given the reactants [F:1][C:2]1([CH2:12][OH:13])[CH2:11][CH2:10][C:5]2([O:9][CH2:8][CH2:7][O:6]2)[CH2:4][CH2:3]1.[H-].[Na+].[Cl:16][C:17]1[CH:18]=[C:19]([S:24]([NH2:27])(=[O:26])=[O:25])[CH:20]=[N:21][C:22]=1Cl.[NH4+].[Cl-], predict the reaction product. The product is: [Cl:16][C:17]1[CH:18]=[C:19]([S:24]([NH2:27])(=[O:26])=[O:25])[CH:20]=[N:21][C:22]=1[O:13][CH2:12][C:2]1([F:1])[CH2:11][CH2:10][C:5]2([O:6][CH2:7][CH2:8][O:9]2)[CH2:4][CH2:3]1. (2) Given the reactants [Cl:1][C:2]1[C:3]2[N:4]([C:16]([CH3:19])=[CH:17][CH:18]=2)[C:5]([C:8]([N:10]2[CH2:15][CH2:14][O:13][CH2:12][CH2:11]2)=[O:9])=[CH:6][N:7]=1.[Cl:20][C:21]1[CH:22]=[C:23]([CH:25]=[CH:26][C:27]=1[F:28])[NH2:24].CS(O)(=O)=O, predict the reaction product. The product is: [ClH:1].[Cl:20][C:21]1[CH:22]=[C:23]([NH:24][C:2]2[C:3]3[N:4]([C:16]([CH3:19])=[CH:17][CH:18]=3)[C:5]([C:8]([N:10]3[CH2:15][CH2:14][O:13][CH2:12][CH2:11]3)=[O:9])=[CH:6][N:7]=2)[CH:25]=[CH:26][C:27]=1[F:28]. (3) The product is: [Cl:21][C:22]1[CH:27]=[CH:26][C:25]([NH:28][C:29](=[O:30])[N:18]([OH:20])[C:15]2[CH:14]=[CH:13][C:12]([N:6]3[CH:5]=[N:4][C:3]4[C:7]3=[N:8][CH:9]=[N:10][C:2]=4[CH3:1])=[CH:17][CH:16]=2)=[CH:24][C:23]=1[C:31]([F:32])([F:33])[F:34]. Given the reactants [CH3:1][C:2]1[N:10]=[CH:9][N:8]=[C:7]2[C:3]=1[NH:4][CH:5]=[N:6]2.F[C:12]1[CH:17]=[CH:16][C:15]([N+:18]([O-:20])=O)=[CH:14][CH:13]=1.[Cl:21][C:22]1[CH:27]=[CH:26][C:25]([N:28]=[C:29]=[O:30])=[CH:24][C:23]=1[C:31]([F:34])([F:33])[F:32], predict the reaction product. (4) Given the reactants [F:1][C:2]1[CH:7]=[CH:6][C:5]([CH2:8][C:9]#[N:10])=[CH:4][CH:3]=1.[C:11](OCC)(=[O:13])[CH3:12].[O-]CC.[Na+].[Na], predict the reaction product. The product is: [F:1][C:2]1[CH:7]=[CH:6][C:5]([CH:8]([C:11](=[O:13])[CH3:12])[C:9]#[N:10])=[CH:4][CH:3]=1. (5) Given the reactants C(=O)([O-])[O-].[K+].[K+].[N+:7]([C:10]1[CH:11]=[C:12]2[CH:18]=[C:17]([C:19](=[O:21])[CH3:20])[N:16](S(C3C=CC=CC=3)(=O)=O)[C:13]2=[N:14][CH:15]=1)([O-:9])=[O:8].C(OCC)(=O)C, predict the reaction product. The product is: [N+:7]([C:10]1[CH:11]=[C:12]2[CH:18]=[C:17]([C:19](=[O:21])[CH3:20])[NH:16][C:13]2=[N:14][CH:15]=1)([O-:9])=[O:8]. (6) Given the reactants [C:1]([O:5][C:6]([N:8]1[CH2:13][CH2:12][C:11]([CH3:17])(C(O)=O)[CH2:10][CH2:9]1)=[O:7])([CH3:4])([CH3:3])[CH3:2].C1C=CC(OP([O:30][C:31]2C=CC=CC=2)(N=[N+]=[N-])=O)=CC=1.C([N:39](CC)CC)C.Cl.[CH:45]12[CH2:54][CH:49]3[NH:50][CH:51]([CH2:53][CH:47]([CH2:48]3)[O:46]1)[CH2:52]2, predict the reaction product. The product is: [CH3:17][C:11]1([NH:39][C:31]([N:50]2[CH:49]3[CH2:54][CH:45]4[O:46][CH:47]([CH2:53][CH:51]2[CH2:52]4)[CH2:48]3)=[O:30])[CH2:10][CH2:9][N:8]([C:6]([O:5][C:1]([CH3:2])([CH3:3])[CH3:4])=[O:7])[CH2:13][CH2:12]1. (7) Given the reactants [CH2:1]([O:3][C:4]1[C:13]2[C:8](=[C:9]([CH:14]3[CH2:16][CH2:15]3)[CH:10]=[CH:11][CH:12]=2)[N:7]=[C:6]([C:17]([O:19]C)=[O:18])[CH:5]=1)[CH3:2].Cl, predict the reaction product. The product is: [CH2:1]([O:3][C:4]1[C:13]2[C:8](=[C:9]([CH:14]3[CH2:16][CH2:15]3)[CH:10]=[CH:11][CH:12]=2)[N:7]=[C:6]([C:17]([OH:19])=[O:18])[CH:5]=1)[CH3:2]. (8) Given the reactants [NH2:1][C:2]1[S:6][C:5]([C:7]([O:9][C:10]([CH3:13])([CH3:12])[CH3:11])=[O:8])=[C:4]([CH3:14])[C:3]=1[C:15]([O:17][CH2:18][CH3:19])=[O:16].C1N=CN([C:25]([N:27]2C=N[CH:29]=[CH:28]2)=[O:26])C=1.C(N(CC)CC)C.[CH3:39][O:40][C:41]1[CH:48]=[C:47]([O:49][CH3:50])C=C[C:42]=1[CH2:43]N, predict the reaction product. The product is: [CH3:50][O:49][C:47]1[CH:48]=[C:41]([O:40][CH3:39])[CH:42]=[CH:43][C:29]=1[CH2:28][NH:27][C:25]([NH:1][C:2]1[S:6][C:5]([C:7]([O:9][C:10]([CH3:11])([CH3:12])[CH3:13])=[O:8])=[C:4]([CH3:14])[C:3]=1[C:15]([O:17][CH2:18][CH3:19])=[O:16])=[O:26]. (9) Given the reactants C1(C(=[N:14][C:15]2[CH:16]=[CH:17][C:18]3[O:22][N:21]=[C:20]([CH:23]4[CH2:28][CH2:27][N:26]([C:29]([O:31][C:32]([CH3:35])([CH3:34])[CH3:33])=[O:30])[CH2:25][CH2:24]4)[C:19]=3[CH:36]=2)C2C=CC=CC=2)C=CC=CC=1.C(O)(=O)CC(CC(O)=O)(C(O)=O)O.C(=O)([O-])[O-].[Na+].[Na+], predict the reaction product. The product is: [NH2:14][C:15]1[CH:16]=[CH:17][C:18]2[O:22][N:21]=[C:20]([CH:23]3[CH2:28][CH2:27][N:26]([C:29]([O:31][C:32]([CH3:34])([CH3:33])[CH3:35])=[O:30])[CH2:25][CH2:24]3)[C:19]=2[CH:36]=1.